Task: Regression. Given two drug SMILES strings and cell line genomic features, predict the synergy score measuring deviation from expected non-interaction effect.. Dataset: NCI-60 drug combinations with 297,098 pairs across 59 cell lines (1) Drug 1: C1CC(=O)NC(=O)C1N2CC3=C(C2=O)C=CC=C3N. Cell line: NCI-H226. Synergy scores: CSS=9.56, Synergy_ZIP=0.643, Synergy_Bliss=9.11, Synergy_Loewe=9.39, Synergy_HSA=8.65. Drug 2: C1CC(=O)NC(=O)C1N2C(=O)C3=CC=CC=C3C2=O. (2) Drug 1: C1CCC(CC1)NC(=O)N(CCCl)N=O. Drug 2: CC1C(C(CC(O1)OC2CC(CC3=C2C(=C4C(=C3O)C(=O)C5=CC=CC=C5C4=O)O)(C(=O)C)O)N)O. Cell line: UACC62. Synergy scores: CSS=62.1, Synergy_ZIP=-6.31, Synergy_Bliss=-4.39, Synergy_Loewe=-7.82, Synergy_HSA=-0.444. (3) Drug 1: C1C(C(OC1N2C=C(C(=O)NC2=O)F)CO)O. Drug 2: CC1=C(C=C(C=C1)NC(=O)C2=CC=C(C=C2)CN3CCN(CC3)C)NC4=NC=CC(=N4)C5=CN=CC=C5. Cell line: 786-0. Synergy scores: CSS=7.13, Synergy_ZIP=-6.01, Synergy_Bliss=-3.27, Synergy_Loewe=-10.1, Synergy_HSA=-2.73. (4) Drug 1: CC1=C(C(CCC1)(C)C)C=CC(=CC=CC(=CC(=O)O)C)C. Drug 2: C1=NC2=C(N1)C(=S)N=CN2. Cell line: BT-549. Synergy scores: CSS=36.1, Synergy_ZIP=-7.12, Synergy_Bliss=-1.04, Synergy_Loewe=-24.2, Synergy_HSA=-1.18. (5) Drug 1: COC1=NC(=NC2=C1N=CN2C3C(C(C(O3)CO)O)O)N. Drug 2: CC1=C(C(=O)C2=C(C1=O)N3CC4C(C3(C2COC(=O)N)OC)N4)N. Cell line: HL-60(TB). Synergy scores: CSS=54.6, Synergy_ZIP=-0.945, Synergy_Bliss=-1.31, Synergy_Loewe=3.50, Synergy_HSA=4.66.